From a dataset of Experimentally validated miRNA-target interactions with 360,000+ pairs, plus equal number of negative samples. Binary Classification. Given a miRNA mature sequence and a target amino acid sequence, predict their likelihood of interaction. (1) The miRNA is mmu-miR-212-5p with sequence ACCUUGGCUCUAGACUGCUUACU. The protein sequence of the target gene is MSSFEGQMAEYPTISIDRFDRENLRARAYFLSHCHKDHMKGLRAPTLKRRLECSLKVYLYCSPVTKELLLTSPKYRFWKKRIISIEIETPTQISLVDEASGEKEEIVVTLLPAGHCPGSVMFLFQGNNGTVLYTGDFRLAQGEAARMELLHSGGRVKDIQSVYLDTTFCDPRFYQIPSREECLSGVLELVRSWITRSPYHVVWLNCKAAYGYEYLFTNLSEELGVQVHVNKLDMFRNMPEILHHLTTDRNTQIHACRHPKAEEYFQWSKLPCGITSRNRIPLHIISIKPSTMWFGERSRK.... Result: 0 (no interaction). (2) The protein sequence of the target gene is MLASGLLLVASVAFLSVLVLMSVWKQRKLSGKLPPGPTPLPFIGNYLQLNTEKMYSSLMKISQRYGPVFTIHLGPRRVVVLCGQEAVKEALVDQAEEFSGRGEQATFDWLFKGYGVAFSSGERAKQLRRFSIATLRDFGVGKRGIEERIQEEAGFLIESFRKTNGALIDPTFYLSRTVSNVISSIVFGDRFDYEDKEFLSLLRMMLGSFQFTATSTGQLYEMFSSVMKHLPGPQQQAFKELQGLEDFITKKVEQNQRTLDPNSPRDFIDSFLIRMLEEKKNPNTEFYMKNLVLTTLNLFF.... The miRNA is hsa-miR-4652-3p with sequence GUUCUGUUAACCCAUCCCCUCA. Result: 0 (no interaction).